From a dataset of Reaction yield outcomes from USPTO patents with 853,638 reactions. Predict the reaction yield, written as a fraction of the theoretical maximum amount of product (1.0 means a 100% yield; for example, 0.34 means a 34% yield). (1) The reactants are [CH3:1][O:2][C:3]([C:5]1[CH:14]=[C:13]([OH:15])[C:12]2[C:7](=[C:8]([O:27]CC3C=CC=CC=3)[CH:9]=[C:10]([C:16]#[C:17][CH2:18][O:19]CC3C=CC=CC=3)[CH:11]=2)[N:6]=1)=[O:4].CO.C(O)(=O)C. The catalyst is ClCCl.[Pd]. The product is [CH3:1][O:2][C:3]([C:5]1[CH:14]=[C:13]([OH:15])[C:12]2[C:7](=[C:8]([OH:27])[CH:9]=[C:10]([CH2:16][CH2:17][CH2:18][OH:19])[CH:11]=2)[N:6]=1)=[O:4]. The yield is 0.950. (2) The reactants are Br[C:2]1[CH:3]=[C:4]([NH2:8])[CH:5]=[N:6][CH:7]=1.[C:9]1(C)[CH:14]=[CH:13][CH:12]=[CH:11][CH:10]=1.C(=O)([O-])[O-].[Na+].[Na+].C1(B(O)O)C=CC=CC=1. The product is [C:9]1([C:2]2[CH:3]=[C:4]([NH2:8])[CH:5]=[N:6][CH:7]=2)[CH:14]=[CH:13][CH:12]=[CH:11][CH:10]=1. The yield is 0.130. The catalyst is C(O)C.C1C=CC([P]([Pd]([P](C2C=CC=CC=2)(C2C=CC=CC=2)C2C=CC=CC=2)([P](C2C=CC=CC=2)(C2C=CC=CC=2)C2C=CC=CC=2)[P](C2C=CC=CC=2)(C2C=CC=CC=2)C2C=CC=CC=2)(C2C=CC=CC=2)C2C=CC=CC=2)=CC=1. (3) The reactants are [NH2:1][C:2]1[CH:3]=[CH:4][C:5]([CH:11]2[CH2:16][CH2:15][N:14](C(OC(C)(C)C)=O)[CH2:13][CH2:12]2)=[N:6][C:7]=1[C:8](=[O:10])[NH2:9].[ClH:24]. The catalyst is O1CCOCC1. The product is [ClH:24].[NH2:1][C:2]1[C:7]([C:8]([NH2:9])=[O:10])=[N:6][C:5]([CH:11]2[CH2:16][CH2:15][NH:14][CH2:13][CH2:12]2)=[CH:4][CH:3]=1. The yield is 0.930. (4) The reactants are Cl[C:2]1[C:3]([CH:8]2[CH2:11][N:10]([C:12]3[CH:21]=[CH:20][C:19]4[C:14](=[CH:15][CH:16]=[CH:17][CH:18]=4)[N:13]=3)[CH2:9]2)=[N:4][CH:5]=[CH:6][N:7]=1.[F:22][C:23]1[CH:24]=[C:25](B(O)O)[CH:26]=[CH:27][C:28]=1[C:29](=[O:32])[NH:30][CH3:31].P([O-])([O-])([O-])=O.[K+].[K+].[K+].O. The catalyst is CC(P(C(C)(C)C)C1C=CC(N(C)C)=CC=1)(C)C.CC(P(C(C)(C)C)C1C=CC(N(C)C)=CC=1)(C)C.Cl[Pd]Cl.O1CCOCC1. The product is [F:22][C:23]1[CH:24]=[C:25]([C:2]2[C:3]([CH:8]3[CH2:11][N:10]([C:12]4[CH:21]=[CH:20][C:19]5[C:14](=[CH:15][CH:16]=[CH:17][CH:18]=5)[N:13]=4)[CH2:9]3)=[N:4][CH:5]=[CH:6][N:7]=2)[CH:26]=[CH:27][C:28]=1[C:29]([NH:30][CH3:31])=[O:32]. The yield is 0.730. (5) The reactants are [NH2:1][C:2]1[CH:7]=[CH:6][CH:5]=[C:4]([C:8]2[CH:13]=[CH:12][N:11]=[C:10]3[NH:14][C:15]([C:17]4[CH:18]=[N:19][N:20]([CH3:22])[CH:21]=4)=[N:16][C:9]=23)[C:3]=1[CH2:23][OH:24].C[Al](C)C.[C:29]([C:33]1[O:37][N:36]=[C:35]([C:38](OCC)=[O:39])[N:34]=1)([CH3:32])([CH3:31])[CH3:30]. The catalyst is C1(C)C=CC=CC=1. The product is [C:29]([C:33]1[O:37][N:36]=[C:35]([C:38]([NH:1][C:2]2[CH:7]=[CH:6][CH:5]=[C:4]([C:8]3[CH:13]=[CH:12][N:11]=[C:10]4[NH:14][C:15]([C:17]5[CH:18]=[N:19][N:20]([CH3:22])[CH:21]=5)=[N:16][C:9]=34)[C:3]=2[CH2:23][OH:24])=[O:39])[N:34]=1)([CH3:32])([CH3:30])[CH3:31]. The yield is 0.0900. (6) The reactants are [NH2:1][C@@H:2]1[CH2:7][CH2:6][CH2:5][CH2:4][C@H:3]1[CH2:8][NH:9][C:10]1[C:15]([F:16])=[CH:14][N:13]=[C:12]([C:17]2[C:25]3[C:20](=[N:21][CH:22]=[C:23]([Cl:26])[CH:24]=3)[N:19](S(C3C=CC(C)=CC=3)(=O)=O)[CH:18]=2)[N:11]=1.[Li+].[OH-]. The catalyst is C1COCC1.CCOC(C)=O. The product is [NH2:1][C@@H:2]1[CH2:7][CH2:6][CH2:5][CH2:4][C@H:3]1[CH2:8][NH:9][C:10]1[C:15]([F:16])=[CH:14][N:13]=[C:12]([C:17]2[C:25]3[C:20](=[N:21][CH:22]=[C:23]([Cl:26])[CH:24]=3)[NH:19][CH:18]=2)[N:11]=1. The yield is 0.330. (7) The reactants are [Br:1][C:2]1[S:6][C:5]([C:7](OC)=[O:8])=[C:4]([NH:11][CH2:12][C:13]2[CH:14]=[N:15][CH:16]=[CH:17][CH:18]=2)[CH:3]=1.[OH-].[Na+].Cl.C([N:24](CC)CC)C.[Cl-].[NH4+].Cl.C(N=C=NCCCN(C)C)C.ON1C2C=CC=CC=2N=N1. The catalyst is CO.O.CCOC(C)=O. The product is [Br:1][C:2]1[S:6][C:5]([C:7]([NH2:24])=[O:8])=[C:4]([NH:11][CH2:12][C:13]2[CH:14]=[N:15][CH:16]=[CH:17][CH:18]=2)[CH:3]=1. The yield is 0.710. (8) The reactants are [CH:1]([C@H:14]1[CH2:19][C@H:18]([NH2:20])[CH2:17][CH2:16][O:15]1)([C:8]1[CH:13]=[CH:12][CH:11]=[CH:10][CH:9]=1)[C:2]1[CH:7]=[CH:6][CH:5]=[CH:4][CH:3]=1.[F:21][C:22]1[CH:29]=[CH:28][C:25]([CH:26]=O)=[CH:24][CH:23]=1.C(O)(=O)C.[BH3-]C#N.[Na+]. No catalyst specified. The product is [CH:1]([C@H:14]1[CH2:19][C@H:18]([NH:20][CH2:26][C:25]2[CH:28]=[CH:29][C:22]([F:21])=[CH:23][CH:24]=2)[CH2:17][CH2:16][O:15]1)([C:8]1[CH:13]=[CH:12][CH:11]=[CH:10][CH:9]=1)[C:2]1[CH:3]=[CH:4][CH:5]=[CH:6][CH:7]=1. The yield is 0.540.